This data is from Forward reaction prediction with 1.9M reactions from USPTO patents (1976-2016). The task is: Predict the product of the given reaction. (1) The product is: [Cl:21][C:22]1[N:27]=[C:26]([C:9]2[NH:8][C:16]3[C:11]([CH:10]=2)=[C:12]([F:17])[CH:13]=[CH:14][CH:15]=3)[C:25]([OH:29])=[CH:24][CH:23]=1. Given the reactants C(OC([N:8]1[C:16]2[C:11](=[C:12]([F:17])[CH:13]=[CH:14][CH:15]=2)[CH:10]=[C:9]1B(O)O)=O)(C)(C)C.[Cl:21][C:22]1[N:27]=[C:26](I)[C:25]([OH:29])=[CH:24][CH:23]=1.C([O-])(O)=O.[Na+], predict the reaction product. (2) Given the reactants Cl[C:2]1[N:6]([CH3:7])[N:5]=[CH:4][C:3]=1[N+:8]([O-:10])=[O:9].[NH:11]1[CH2:17][CH:16]([OH:18])[CH2:15][NH:14][CH2:13][CH2:12]1.CCN(C(C)C)C(C)C.[C:28](O[C:28]([O:30][C:31]([CH3:34])([CH3:33])[CH3:32])=[O:29])([O:30][C:31]([CH3:34])([CH3:33])[CH3:32])=[O:29], predict the reaction product. The product is: [OH:18][CH:16]1[CH2:15][N:14]([C:28]([O:30][C:31]([CH3:34])([CH3:33])[CH3:32])=[O:29])[CH2:13][CH2:12][N:11]([C:2]2[N:6]([CH3:7])[N:5]=[CH:4][C:3]=2[N+:8]([O-:10])=[O:9])[CH2:17]1. (3) Given the reactants Cl.[Cl:2][C:3]1[C:4]([O:34][CH3:35])=[CH:5][C:6](/[CH:13]=[CH:14]/[C:15]([N:17]2[CH:22]3[CH2:23][NH:24][CH2:25][CH:18]2[CH2:19][N:20]([CH2:26][C:27]2[CH:32]=[CH:31][C:30]([F:33])=[CH:29][CH:28]=2)[CH2:21]3)=[O:16])=[C:7]([NH:9][C:10](=[O:12])[CH3:11])[CH:8]=1.[C:36](Cl)(=[O:38])[CH3:37].C([O-])([O-])=O.[Na+].[Na+], predict the reaction product. The product is: [C:36]([N:24]1[CH2:25][CH:18]2[N:17]([C:15](=[O:16])/[CH:14]=[CH:13]/[C:6]3[CH:5]=[C:4]([O:34][CH3:35])[C:3]([Cl:2])=[CH:8][C:7]=3[NH:9][C:10](=[O:12])[CH3:11])[CH:22]([CH2:21][N:20]([CH2:26][C:27]3[CH:28]=[CH:29][C:30]([F:33])=[CH:31][CH:32]=3)[CH2:19]2)[CH2:23]1)(=[O:38])[CH3:37]. (4) Given the reactants [N:1]1[C:10]2[C:5](=[CH:6][CH:7]=[CH:8][C:9]=2[C:11]2[CH:12]=[C:13]([OH:17])[CH:14]=[CH:15][CH:16]=2)[CH:4]=[CH:3][CH:2]=1.Cl[CH2:19][C@H:20]1[CH2:22][O:21]1.C([O-])([O-])=O.[K+].[K+], predict the reaction product. The product is: [O:21]1[CH2:22][C@H:20]1[CH2:19][O:17][C:13]1[CH:12]=[C:11]([C:9]2[CH:8]=[CH:7][CH:6]=[C:5]3[C:10]=2[N:1]=[CH:2][CH:3]=[CH:4]3)[CH:16]=[CH:15][CH:14]=1.